Dataset: Experimentally validated miRNA-target interactions with 360,000+ pairs, plus equal number of negative samples. Task: Binary Classification. Given a miRNA mature sequence and a target amino acid sequence, predict their likelihood of interaction. The miRNA is hsa-miR-6848-3p with sequence GUGGUCUCUUGGCCCCCAG. The protein sequence of the target gene is MASSSNWLSGVNVVLVMAYGSLVFVLLFIFVKRQIMRFAMKSRRGPHVPVGHNAPKDLKEEIDIRLSRVQDIKYEPQLLADDDTRLLQLETQGNQSCYNYLYRMKALDAIRASEIPFHAEGRHPCSLMGKNFRSYLLDLRNTSTPFKGVGKALIDTLLDGYETARYGTGVFGQSEYLRYQEALSELATVVKARIGSSQRQHQSAAKDLTQSPEMSPTTIQVTYLPSSQKSKRPKHFLELKSFKDNYNTLESTL. Result: 0 (no interaction).